This data is from Full USPTO retrosynthesis dataset with 1.9M reactions from patents (1976-2016). The task is: Predict the reactants needed to synthesize the given product. Given the product [CH2:1]([O:8][C:9](=[O:29])[C@@H:10]([NH:11][C:12]([O:14][C:15]([CH3:16])([CH3:18])[CH3:17])=[O:13])[CH2:19][C:20]1[C:28]2[C:23](=[CH:24][CH:25]=[CH:26][CH:27]=2)[N:22]([CH2:31][CH2:32][CH2:33][CH2:34][CH3:35])[CH:21]=1)[C:2]1[CH:7]=[CH:6][CH:5]=[CH:4][CH:3]=1, predict the reactants needed to synthesize it. The reactants are: [CH2:1]([O:8][C:9](=[O:29])[C@H:10]([CH2:19][C:20]1[C:28]2[C:23](=[CH:24][CH:25]=[CH:26][CH:27]=2)[NH:22][CH:21]=1)[NH:11][C:12]([O:14][C:15]([CH3:18])([CH3:17])[CH3:16])=[O:13])[C:2]1[CH:7]=[CH:6][CH:5]=[CH:4][CH:3]=1.I[CH2:31][CH2:32][CH2:33][CH2:34][CH3:35].C(=O)([O-])[O-].[Cs+].[Cs+].